The task is: Predict the product of the given reaction.. This data is from Forward reaction prediction with 1.9M reactions from USPTO patents (1976-2016). (1) Given the reactants [C:1](/[N:3]=[C:4](\SC)/[NH:5][C:6]1[CH:11]=[C:10]([Cl:12])[C:9]([C:13]#[C:14][C:15]([CH3:18])([CH3:17])[CH3:16])=[C:8]([Cl:19])[CH:7]=1)#[N:2].[NH2:22][NH2:23], predict the reaction product. The product is: [Cl:12][C:10]1[CH:11]=[C:6]([NH:5][C:4]2[N:3]=[C:1]([NH2:2])[NH:23][N:22]=2)[CH:7]=[C:8]([Cl:19])[C:9]=1[C:13]#[C:14][C:15]([CH3:18])([CH3:17])[CH3:16]. (2) The product is: [N:1]([C@@H:4]1[CH2:8][N:7]([C:9]([O:11][C:12]([CH3:13])([CH3:14])[CH3:15])=[O:10])[C@H:6]([C:16](=[O:18])[NH:40][C@@H:41]([CH2:46][C:47]2[CH:56]=[CH:55][C:54]3[C:49](=[CH:50][CH:51]=[CH:52][CH:53]=3)[CH:48]=2)[C:42]([O:44][CH3:45])=[O:43])[CH2:5]1)=[N+:2]=[N-:3]. Given the reactants [N:1]([C@@H:4]1[CH2:8][N:7]([C:9]([O:11][C:12]([CH3:15])([CH3:14])[CH3:13])=[O:10])[C@H:6]([C:16]([OH:18])=O)[CH2:5]1)=[N+:2]=[N-:3].C(Cl)CCl.C1C=NC2N(O)N=NC=2C=1.CN1CCOCC1.[NH2:40][C@@H:41]([CH2:46][C:47]1[CH:56]=[CH:55][C:54]2[C:49](=[CH:50][CH:51]=[CH:52][CH:53]=2)[CH:48]=1)[C:42]([O:44][CH3:45])=[O:43], predict the reaction product. (3) Given the reactants [H-].[Na+].[F:3][C:4]1[CH:20]=[CH:19][C:7]([NH:8][S:9]([C:12]2[CH:17]=[CH:16][C:15]([CH3:18])=[CH:14][CH:13]=2)(=[O:11])=[O:10])=[C:6]([N+:21]([O-:23])=[O:22])[CH:5]=1.[CH2:24](I)[CH3:25].O, predict the reaction product. The product is: [CH2:24]([N:8]([S:9]([C:12]1[CH:13]=[CH:14][C:15]([CH3:18])=[CH:16][CH:17]=1)(=[O:11])=[O:10])[C:7]1[CH:19]=[CH:20][C:4]([F:3])=[CH:5][C:6]=1[N+:21]([O-:23])=[O:22])[CH3:25]. (4) Given the reactants [C:1]([O:5][C:6](=[O:20])[NH:7][C:8]1[CH:13]=[C:12]([C:14]([F:17])([F:16])[F:15])[C:11]([CH3:18])=[CH:10][C:9]=1[NH2:19])([CH3:4])([CH3:3])[CH3:2].C([O:25][C:26](=O)[CH2:27][C:28]([C:30]1[CH:35]=[CH:34][CH:33]=[C:32]([C:36]2[CH:41]=[N:40][CH:39]=[C:38]([CH3:42])[N:37]=2)[CH:31]=1)=[O:29])(C)(C)C, predict the reaction product. The product is: [C:1]([O:5][C:6](=[O:20])[NH:7][C:8]1[CH:13]=[C:12]([C:14]([F:17])([F:16])[F:15])[C:11]([CH3:18])=[CH:10][C:9]=1[NH:19][C:26](=[O:25])[CH2:27][C:28]([C:30]1[CH:35]=[CH:34][CH:33]=[C:32]([C:36]2[CH:41]=[N:40][CH:39]=[C:38]([CH3:42])[N:37]=2)[CH:31]=1)=[O:29])([CH3:4])([CH3:2])[CH3:3]. (5) Given the reactants [F:1][C:2]([F:14])([F:13])[C:3]1[CH:11]=[C:10]2[C:6]([CH2:7][CH2:8][C@H:9]2[OH:12])=[CH:5][CH:4]=1.[CH3:15][O:16][C:17](=[O:29])[CH2:18][C@H:19]1[C:23]2[CH:24]=[CH:25][C:26](O)=[CH:27][C:22]=2[O:21][CH2:20]1, predict the reaction product. The product is: [CH3:15][O:16][C:17](=[O:29])[CH2:18][C@H:19]1[C:23]2[CH:24]=[CH:25][C:26]([O:12][C@@H:9]3[C:10]4[C:6](=[CH:5][CH:4]=[C:3]([C:2]([F:13])([F:14])[F:1])[CH:11]=4)[CH2:7][CH2:8]3)=[CH:27][C:22]=2[O:21][CH2:20]1. (6) Given the reactants [CH2:1]([C:3]1[CH:8]=[CH:7][C:6](B(O)O)=[CH:5][CH:4]=1)[CH3:2].Br[C:13]1[CH:14]=[C:15]([C:20]2[N:25]3[N:26]=[CH:27][C:28]([C:29]([C:31]4[S:32][CH:33]=[CH:34][CH:35]=4)=[O:30])=[C:24]3[N:23]=[CH:22][CH:21]=2)[CH:16]=[CH:17][C:18]=1F, predict the reaction product. The product is: [CH2:1]([C:3]1[CH:8]=[CH:7][C:6]([C:17]2[CH:18]=[CH:13][CH:14]=[C:15]([C:20]3[N:25]4[N:26]=[CH:27][C:28]([C:29]([C:31]5[S:32][CH:33]=[CH:34][CH:35]=5)=[O:30])=[C:24]4[N:23]=[CH:22][CH:21]=3)[CH:16]=2)=[CH:5][CH:4]=1)[CH3:2]. (7) The product is: [CH2:19]([O:21][C:2]1[N:3]=[C:4]([OH:18])[C:5]2[CH:11]=[CH:10][N:9]=[C:8]([C:12]3[N:13]=[CH:14][N:15]([CH3:17])[CH:16]=3)[C:6]=2[N:7]=1)[CH3:20]. Given the reactants Cl[C:2]1[N:3]=[C:4]([OH:18])[C:5]2[CH:11]=[CH:10][N:9]=[C:8]([C:12]3[N:13]=[CH:14][N:15]([CH3:17])[CH:16]=3)[C:6]=2[N:7]=1.[CH2:19]([OH:21])[CH3:20], predict the reaction product. (8) Given the reactants [Cl:1][C:2]1[CH:7]=[CH:6][C:5]([O:8][C:9]2[CH:14]=[CH:13][C:12]([CH2:15][S:16][C:17]3[NH:18][CH:19]=[C:20]([CH2:24][C:25]4[CH:26]=[N:27][C:28]([O:31]C)=[N:29][CH:30]=4)[C:21](=[O:23])[N:22]=3)=[CH:11][CH:10]=2)=[CH:4][C:3]=1[C:33]([F:36])([F:35])[F:34].B1(Br)OC2C(=CC=CC=2)O1, predict the reaction product. The product is: [Cl:1][C:2]1[CH:7]=[CH:6][C:5]([O:8][C:9]2[CH:10]=[CH:11][C:12]([CH2:15][S:16][C:17]3[NH:18][CH:19]=[C:20]([CH2:24][C:25]4[CH:30]=[N:29][C:28](=[O:31])[NH:27][CH:26]=4)[C:21](=[O:23])[N:22]=3)=[CH:13][CH:14]=2)=[CH:4][C:3]=1[C:33]([F:35])([F:36])[F:34].